Dataset: Catalyst prediction with 721,799 reactions and 888 catalyst types from USPTO. Task: Predict which catalyst facilitates the given reaction. (1) Reactant: C(=O)([O-])[O-].[Na+].[Na+].[F:7][C:8]1[CH:9]=[C:10]([N:14]2[CH2:18][CH2:17][CH:16]([O:19][C:20]3[CH:25]=[CH:24][C:23]([CH:26]4[CH:31]([O:32][CH2:33][C:34]5[CH:35]=[CH:36][C:37]6[O:42][CH2:41][CH2:40][N:39]([CH2:43][CH2:44][CH2:45][O:46][CH3:47])[C:38]=6[CH:48]=5)[CH2:30][NH:29][CH2:28][CH:27]4[OH:49])=[CH:22][CH:21]=3)[CH2:15]2)[CH:11]=[CH:12][CH:13]=1.[C:50]1([CH3:60])[CH:55]=[CH:54][C:53]([S:56](Cl)(=[O:58])=[O:57])=[CH:52][CH:51]=1. Product: [F:7][C:8]1[CH:9]=[C:10]([N:14]2[CH2:18][CH2:17][CH:16]([O:19][C:20]3[CH:21]=[CH:22][C:23]([CH:26]4[CH:31]([O:32][CH2:33][C:34]5[CH:35]=[CH:36][C:37]6[O:42][CH2:41][CH2:40][N:39]([CH2:43][CH2:44][CH2:45][O:46][CH3:47])[C:38]=6[CH:48]=5)[CH2:30][N:29]([S:56]([C:53]5[CH:54]=[CH:55][C:50]([CH3:60])=[CH:51][CH:52]=5)(=[O:58])=[O:57])[CH2:28][CH:27]4[OH:49])=[CH:24][CH:25]=3)[CH2:15]2)[CH:11]=[CH:12][CH:13]=1. The catalyst class is: 13. (2) Reactant: [CH3:1][C:2]1([CH3:19])[C:6]([CH3:8])([CH3:7])[O:5][B:4]([C:9]2[CH:14]=[CH:13][C:12]([C:15]([OH:18])([CH3:17])[CH3:16])=[CH:11][CH:10]=2)[O:3]1.[C:20](C1C(=O)C(Cl)=C(Cl)C(=O)C=1C#N)#N. Product: [CH3:20][O:18][C:15]([C:12]1[CH:11]=[CH:10][C:9]([B:4]2[O:3][C:2]([CH3:19])([CH3:1])[C:6]([CH3:7])([CH3:8])[O:5]2)=[CH:14][CH:13]=1)([CH3:17])[CH3:16]. The catalyst class is: 5. (3) Reactant: [O:1]1[C:6]2[CH:7]=[CH:8][CH:9]=[CH:10][C:5]=2[O:4][CH2:3][C@@H:2]1[C:11]([N:13]1[CH2:18][CH2:17][CH2:16][C@@H:15]([C:19]2[CH:24]=[CH:23][CH:22]=[C:21]([F:25])[CH:20]=2)[CH2:14]1)=O. Product: [O:1]1[C:6]2[CH:7]=[CH:8][CH:9]=[CH:10][C:5]=2[O:4][CH2:3][C@@H:2]1[CH2:11][N:13]1[CH2:18][CH2:17][CH2:16][C@@H:15]([C:19]2[CH:24]=[CH:23][CH:22]=[C:21]([F:25])[CH:20]=2)[CH2:14]1. The catalyst class is: 1. (4) Reactant: [NH:1]1[CH2:6][CH2:5][CH:4]([C:7]([O:9][CH3:10])=[O:8])[CH2:3][CH2:2]1.[Cl:11][C:12]1[N:17]=[C:16](Cl)[CH:15]=[CH:14][N:13]=1.C(N(CC)CC)C. Product: [Cl:11][C:12]1[N:17]=[C:16]([N:1]2[CH2:6][CH2:5][CH:4]([C:7]([O:9][CH3:10])=[O:8])[CH2:3][CH2:2]2)[CH:15]=[CH:14][N:13]=1. The catalyst class is: 5. (5) Reactant: [Cl:1][C:2]1[C:11]([S:12]([N:15]([CH2:21][C:22]2[CH:27]=[CH:26][C:25]([O:28][CH3:29])=[CH:24][CH:23]=2)[C:16]2[S:17][CH:18]=[CH:19][N:20]=2)(=[O:14])=[O:13])=[CH:10][C:5]2[O:6][CH2:7][CH2:8][NH:9][C:4]=2[CH:3]=1.Br[C:31]1[CH:38]=[CH:37][C:36]([C:39]([F:42])([F:41])[F:40])=[CH:35][C:32]=1[C:33]#[N:34].CC1(C)C2C(=C(P(C3C=CC=CC=3)C3C=CC=CC=3)C=CC=2)OC2C(P(C3C=CC=CC=3)C3C=CC=CC=3)=CC=CC1=2.C(=O)([O-])[O-].[Cs+].[Cs+]. Product: [Cl:1][C:2]1[C:11]([S:12]([N:15]([CH2:21][C:22]2[CH:27]=[CH:26][C:25]([O:28][CH3:29])=[CH:24][CH:23]=2)[C:16]2[S:17][CH:18]=[CH:19][N:20]=2)(=[O:14])=[O:13])=[CH:10][C:5]2[O:6][CH2:7][CH2:8][N:9]([C:31]3[CH:38]=[CH:37][C:36]([C:39]([F:42])([F:41])[F:40])=[CH:35][C:32]=3[C:33]#[N:34])[C:4]=2[CH:3]=1. The catalyst class is: 110. (6) Reactant: Cl[CH2:2][C:3]([NH:5][C@@H:6]([C:12]1[CH:17]=[CH:16][C:15]([F:18])=[CH:14][CH:13]=1)[C:7]([O:9][CH2:10][CH3:11])=[O:8])=[O:4].[CH3:19][C:20]1[S:21][C:22]2[CH:28]=[CH:27][C:26]([O:29][CH2:30][C@@H:31]([OH:39])[CH2:32][N:33]3[CH2:38][CH2:37][NH:36][CH2:35][CH2:34]3)=[CH:25][C:23]=2[N:24]=1.C(N(C(C)C)CC)(C)C. Product: [OH:39][C@H:31]([CH2:30][O:29][C:26]1[CH:27]=[CH:28][C:22]2[S:21][C:20]([CH3:19])=[N:24][C:23]=2[CH:25]=1)[CH2:32][N:33]1[CH2:34][CH2:35][N:36]([CH2:2][C:3]([NH:5][C@@H:6]([C:12]2[CH:17]=[CH:16][C:15]([F:18])=[CH:14][CH:13]=2)[C:7]([O:9][CH2:10][CH3:11])=[O:8])=[O:4])[CH2:37][CH2:38]1. The catalyst class is: 8. (7) Reactant: Br[CH2:2][C:3]([C:5]12[CH2:14][CH:9]3[CH2:10][CH:11]([CH2:13][CH:7]([CH2:8]3)[CH2:6]1)[CH2:12]2)=[O:4].[Cl:15][C:16]1[CH:21]=[CH:20][C:19]([SH:22])=[CH:18][CH:17]=1. Product: [C:5]12([C:3](=[O:4])[CH2:2][S:22][C:19]3[CH:20]=[CH:21][C:16]([Cl:15])=[CH:17][CH:18]=3)[CH2:14][CH:9]3[CH2:10][CH:11]([CH2:13][CH:7]([CH2:8]3)[CH2:6]1)[CH2:12]2. The catalyst class is: 556.